This data is from Forward reaction prediction with 1.9M reactions from USPTO patents (1976-2016). The task is: Predict the product of the given reaction. (1) Given the reactants [Cl:1][C:2]1[CH:7]=[CH:6][C:5]([CH2:8][N:9]2[C:13]3[CH:14]([OH:17])[CH2:15][CH2:16][C:12]=3[N:11]=[C:10]2[CH:18]([CH3:20])[CH3:19])=[CH:4][CH:3]=1.[H-].[Na+].Br[CH2:24][C:25]([O:27]CC)=[O:26], predict the reaction product. The product is: [NH3:9].[Cl:1][C:2]1[CH:3]=[CH:4][C:5]([CH2:8][N:9]2[C:13]3[CH:14]([O:17][CH2:24][C:25]([OH:27])=[O:26])[CH2:15][CH2:16][C:12]=3[N:11]=[C:10]2[CH:18]([CH3:20])[CH3:19])=[CH:6][CH:7]=1. (2) Given the reactants [CH:1]1[C:14]2[C:13](=O)[C:12]3[C:7](=[CH:8][CH:9]=[CH:10][CH:11]=3)[S:6][C:5]=2[CH:4]=[CH:3][CH:2]=1.[CH3:16][C:17]([CH3:20])([O-])[CH3:18].[K+].O1C[CH2:25][CH2:24][CH2:23]1, predict the reaction product. The product is: [CH:16](=[C:13]1[C:12]2[CH:11]=[CH:10][CH:9]=[CH:8][C:7]=2[S:6][C:5]2[C:14]1=[CH:1][CH:2]=[CH:3][CH:4]=2)[C:17]1[CH:20]=[CH:25][CH:24]=[CH:23][CH:18]=1.